This data is from Cav3 T-type calcium channel HTS with 100,875 compounds. The task is: Binary Classification. Given a drug SMILES string, predict its activity (active/inactive) in a high-throughput screening assay against a specified biological target. (1) The drug is Brc1cc(C2ONC(=N2)c2ccccc2)cc(Br)c1O. The result is 0 (inactive). (2) The drug is S1C2N(C(=O)C2(OC)NC(=O)CSCC#N)C(=C(C1)CSc1n(nnn1)C)C([O-])=O. The result is 0 (inactive). (3) The drug is N1(CCN(CC1)C)c1nc(nc2c1cccc2)c1ncccc1. The result is 0 (inactive). (4) The compound is ON1C(Nc2c(C1=O)cccc2)c1c(n(nc1C)C)C. The result is 0 (inactive). (5) The drug is s1c(NC(=O)C(CC)c2ccccc2)ncc1. The result is 0 (inactive). (6) The compound is Clc1c(O)c(c2oc(=O)c(c(c2c1)C)C)CN(C)C. The result is 0 (inactive). (7) The compound is Clc1ccc(n2nnnc2SCC(=O)NC(OCC)=O)cc1. The result is 0 (inactive). (8) The drug is O=C(Nc1ccc(cc1)C(OCC)=O)C1(CCCC1)c1ccc(OC)cc1. The result is 0 (inactive). (9) The molecule is Clc1ccc(C(=O)NCCc2n(CC)c(=S)[nH]n2)cc1. The result is 0 (inactive).